The task is: Predict the product of the given reaction.. This data is from Forward reaction prediction with 1.9M reactions from USPTO patents (1976-2016). (1) Given the reactants [CH3:1][NH:2][CH3:3].[CH2:4]=[O:5].S1C2[CH:12]=[C:11]([C:14]([O:16][CH3:17])=O)[NH:10][C:9]=2[CH:8]=[CH:7]1.[OH-:18].[Na+].[C:20](O)(=O)C, predict the reaction product. The product is: [CH3:1][N:2]([CH2:20][C:7]1[O:5][C:4]2[CH:12]=[C:11]([C:14]([O:16][CH3:17])=[O:18])[NH:10][C:9]=2[CH:8]=1)[CH3:3]. (2) Given the reactants [CH2:1]([N:3]1[C:12]2[CH:11]=[CH:10][C:9]([C:13]#[C:14][CH2:15][N:16]3[CH2:20][CH2:19][CH2:18][CH2:17]3)=[CH:8][C:7]=2[C:6]2=[N:21][NH:22][C:23]([CH3:24])=[C:5]2[C:4]1=[O:25])[CH3:2], predict the reaction product. The product is: [CH2:1]([N:3]1[C:12]2[CH:11]=[CH:10][C:9]([CH2:13][CH2:14][CH2:15][N:16]3[CH2:20][CH2:19][CH2:18][CH2:17]3)=[CH:8][C:7]=2[C:6]2=[N:21][NH:22][C:23]([CH3:24])=[C:5]2[C:4]1=[O:25])[CH3:2]. (3) Given the reactants [F:1][C:2]1[CH:33]=[CH:32][C:5]([CH2:6][C:7]2[CH:16]=[C:15]3[C:10]([C:11]([OH:31])=[C:12]([C:26](OCC)=[O:27])[C:13](=[O:25])[N:14]3[CH2:17][CH2:18][N:19]3[CH2:23][CH2:22][CH2:21][C:20]3=[O:24])=[N:9][CH:8]=2)=[CH:4][CH:3]=1.[OH:34][CH2:35][CH2:36][NH2:37], predict the reaction product. The product is: [F:1][C:2]1[CH:3]=[CH:4][C:5]([CH2:6][C:7]2[CH:16]=[C:15]3[C:10]([C:11]([OH:31])=[C:12]([C:26]([NH:37][CH2:36][CH2:35][OH:34])=[O:27])[C:13](=[O:25])[N:14]3[CH2:17][CH2:18][N:19]3[CH2:23][CH2:22][CH2:21][C:20]3=[O:24])=[N:9][CH:8]=2)=[CH:32][CH:33]=1. (4) The product is: [CH2:1]([O:3][C:4](=[O:24])[CH2:5][C:6]1[CH:7]=[C:8]2[C:12](=[CH:13][CH:14]=1)[NH:11][N:10]=[CH:9]2)[CH3:2]. Given the reactants [CH2:1]([O:3][C:4](=[O:24])[CH2:5][C:6]1[CH:7]=[C:8]2[C:12](=[CH:13][CH:14]=1)[N:11](CC1C=CC(OC)=CC=1)[N:10]=[CH:9]2)[CH3:2].FC(F)(F)S(O)(=O)=O, predict the reaction product.